This data is from NCI-60 drug combinations with 297,098 pairs across 59 cell lines. The task is: Regression. Given two drug SMILES strings and cell line genomic features, predict the synergy score measuring deviation from expected non-interaction effect. (1) Drug 1: CCC1=C2CN3C(=CC4=C(C3=O)COC(=O)C4(CC)O)C2=NC5=C1C=C(C=C5)O. Drug 2: CC1=C(C(=O)C2=C(C1=O)N3CC4C(C3(C2COC(=O)N)OC)N4)N. Cell line: NCI-H522. Synergy scores: CSS=46.8, Synergy_ZIP=-13.2, Synergy_Bliss=-8.47, Synergy_Loewe=-0.175, Synergy_HSA=1.62. (2) Drug 1: CCC1=CC2CC(C3=C(CN(C2)C1)C4=CC=CC=C4N3)(C5=C(C=C6C(=C5)C78CCN9C7C(C=CC9)(C(C(C8N6C)(C(=O)OC)O)OC(=O)C)CC)OC)C(=O)OC.C(C(C(=O)O)O)(C(=O)O)O. Drug 2: C1CCC(C(C1)N)N.C(=O)(C(=O)[O-])[O-].[Pt+4]. Cell line: 786-0. Synergy scores: CSS=26.7, Synergy_ZIP=-4.40, Synergy_Bliss=-3.05, Synergy_Loewe=-2.41, Synergy_HSA=0.117. (3) Drug 1: COC1=CC(=CC(=C1O)OC)C2C3C(COC3=O)C(C4=CC5=C(C=C24)OCO5)OC6C(C(C7C(O6)COC(O7)C8=CC=CS8)O)O. Drug 2: CC(C)CN1C=NC2=C1C3=CC=CC=C3N=C2N. Cell line: KM12. Synergy scores: CSS=27.0, Synergy_ZIP=6.04, Synergy_Bliss=5.00, Synergy_Loewe=-3.86, Synergy_HSA=2.24. (4) Drug 1: C1=CC=C(C=C1)NC(=O)CCCCCCC(=O)NO. Drug 2: C(CCl)NC(=O)N(CCCl)N=O. Cell line: SK-MEL-28. Synergy scores: CSS=21.2, Synergy_ZIP=-5.37, Synergy_Bliss=0.711, Synergy_Loewe=-10.2, Synergy_HSA=-1.83. (5) Drug 1: CS(=O)(=O)C1=CC(=C(C=C1)C(=O)NC2=CC(=C(C=C2)Cl)C3=CC=CC=N3)Cl. Drug 2: C1CCN(CC1)CCOC2=CC=C(C=C2)C(=O)C3=C(SC4=C3C=CC(=C4)O)C5=CC=C(C=C5)O. Cell line: T-47D. Synergy scores: CSS=15.9, Synergy_ZIP=-2.31, Synergy_Bliss=6.30, Synergy_Loewe=7.88, Synergy_HSA=8.51. (6) Drug 1: C1=NC2=C(N=C(N=C2N1C3C(C(C(O3)CO)O)O)F)N. Drug 2: CC1CCC2CC(C(=CC=CC=CC(CC(C(=O)C(C(C(=CC(C(=O)CC(OC(=O)C3CCCCN3C(=O)C(=O)C1(O2)O)C(C)CC4CCC(C(C4)OC)O)C)C)O)OC)C)C)C)OC. Cell line: HOP-62. Synergy scores: CSS=27.0, Synergy_ZIP=-5.30, Synergy_Bliss=7.80, Synergy_Loewe=-13.6, Synergy_HSA=3.73.